From a dataset of Reaction yield outcomes from USPTO patents with 853,638 reactions. Predict the reaction yield, written as a fraction of the theoretical maximum amount of product (1.0 means a 100% yield; for example, 0.34 means a 34% yield). (1) The yield is 0.830. The reactants are [N:1]1[C:10]2[C:5](=[CH:6][CH:7]=[CH:8][CH:9]=2)[CH:4]=[C:3]([C:11]2[CH:12]=[N:13][N:14]3[C:19]([N:20]([CH2:29][O:30][CH2:31][CH2:32][Si:33]([CH3:36])([CH3:35])[CH3:34])[CH2:21][O:22][CH2:23][CH2:24][Si:25]([CH3:28])([CH3:27])[CH3:26])=[CH:18][C:17]([CH:37]4[CH2:42][CH2:41][S:40](=[O:44])(=[O:43])[CH2:39][CH2:38]4)=[N:16][C:15]=23)[CH:2]=1.C([Sn](CCCC)(CCCC)[C:50]([O:52][CH2:53][CH3:54])=[CH2:51])CCC. The product is [N:1]1[C:10]2[C:5](=[CH:6][CH:7]=[CH:8][CH:9]=2)[CH:4]=[C:3]([C:11]2[CH:12]=[N:13][N:14]3[C:19]([N:20]([CH2:29][O:30][CH2:31][CH2:32][Si:33]([CH3:36])([CH3:35])[CH3:34])[CH2:21][O:22][CH2:23][CH2:24][Si:25]([CH3:26])([CH3:27])[CH3:28])=[C:18]([C:50]([O:52][CH2:53][CH3:54])=[CH2:51])[C:17]([CH:37]4[CH2:38][CH2:39][S:40](=[O:44])(=[O:43])[CH2:41][CH2:42]4)=[N:16][C:15]=23)[CH:2]=1. The catalyst is O1CCOCC1.C1C=CC([P]([Pd]([P](C2C=CC=CC=2)(C2C=CC=CC=2)C2C=CC=CC=2)([P](C2C=CC=CC=2)(C2C=CC=CC=2)C2C=CC=CC=2)[P](C2C=CC=CC=2)(C2C=CC=CC=2)C2C=CC=CC=2)(C2C=CC=CC=2)C2C=CC=CC=2)=CC=1. (2) The reactants are [F:1][C:2]1[CH:3]=[C:4]([O:9][C:10]2[CH:15]=[CH:14][C:13]([CH:16]=[CH2:17])=[CH:12][CH:11]=2)[CH:5]=[CH:6][C:7]=1[CH3:8].B1C2CCCC1CCC2.[OH-:27].[Na+].OO. The catalyst is C1COCC1. The product is [F:1][C:2]1[CH:3]=[C:4]([O:9][C:10]2[CH:15]=[CH:14][C:13]([CH2:16][CH2:17][OH:27])=[CH:12][CH:11]=2)[CH:5]=[CH:6][C:7]=1[CH3:8]. The yield is 1.05.